This data is from Reaction yield outcomes from USPTO patents with 853,638 reactions. The task is: Predict the reaction yield, written as a fraction of the theoretical maximum amount of product (1.0 means a 100% yield; for example, 0.34 means a 34% yield). (1) The reactants are [CH2:1]([N:3]1[C:11]2[N:10]=[C:9]([O:12][C:13]3[CH:18]=[CH:17][CH:16]=[C:15]([O:19][C:20]([F:23])([F:22])[F:21])[CH:14]=3)[NH:8][C:7]=2[C:6](=[O:24])[N:5]([CH2:25][CH2:26][CH2:27][OH:28])[C:4]1=[O:29])[CH3:2].Cl[CH2:31][C:32]1[CH:33]=[CH:34][C:35]([CH3:38])=[N:36][CH:37]=1.C(=O)([O-])[O-].[K+].[K+]. The catalyst is CN(C=O)C.CCCC[N+](CCCC)(CCCC)CCCC.[I-]. The product is [CH2:1]([N:3]1[C:11]2[N:10]=[C:9]([O:12][C:13]3[CH:18]=[CH:17][CH:16]=[C:15]([O:19][C:20]([F:22])([F:23])[F:21])[CH:14]=3)[N:8]([CH2:31][C:32]3[CH:37]=[N:36][C:35]([CH3:38])=[CH:34][CH:33]=3)[C:7]=2[C:6](=[O:24])[N:5]([CH2:25][CH2:26][CH2:27][OH:28])[C:4]1=[O:29])[CH3:2]. The yield is 0.448. (2) The reactants are [Si:1]([O:8][CH:9]([CH:28]1[CH2:37][CH2:36][C:35]2[C:30](=[CH:31][CH:32]=[CH:33][CH:34]=2)[CH2:29]1)[C:10]1[O:11][C:12]([Sn](CCCC)(CCCC)CCCC)=[CH:13][N:14]=1)([C:4]([CH3:7])([CH3:6])[CH3:5])([CH3:3])[CH3:2].Br[C:39]1[CH:44]=[CH:43][CH:42]=[CH:41][N:40]=1. No catalyst specified. The product is [Si:1]([O:8][CH:9]([CH:28]1[CH2:37][CH2:36][C:35]2[C:30](=[CH:31][CH:32]=[CH:33][CH:34]=2)[CH2:29]1)[C:10]1[O:11][C:12]([C:39]2[CH:44]=[CH:43][CH:42]=[CH:41][N:40]=2)=[CH:13][N:14]=1)([C:4]([CH3:7])([CH3:5])[CH3:6])([CH3:3])[CH3:2]. The yield is 0.590.